From a dataset of Catalyst prediction with 721,799 reactions and 888 catalyst types from USPTO. Predict which catalyst facilitates the given reaction. (1) Reactant: Cl[C:2]1[C:7]([N+:8]([O-:10])=[O:9])=[CH:6][CH:5]=[C:4]([Cl:11])[N:3]=1.[Cl:12][C:13]1[C:18]([Cl:19])=[CH:17][CH2:16][CH2:15][C:14]=1[CH2:20][NH2:21].C([O-])([O-])=O.[K+].[K+].O. Product: [Cl:11][C:4]1[N:3]=[C:2]([NH:21][CH2:20][C:14]2[CH:15]=[CH:16][CH:17]=[C:18]([Cl:19])[C:13]=2[Cl:12])[C:7]([N+:8]([O-:10])=[O:9])=[CH:6][CH:5]=1. The catalyst class is: 3. (2) Reactant: [N:1]([CH:4]([C:8]1[N:9]([CH2:20][C:21]2[CH:26]=[CH:25][CH:24]=[CH:23][CH:22]=2)[C:10](=[O:19])[C:11]2[C:16](Br)=[C:15](Br)[S:14][C:12]=2[N:13]=1)[CH:5]([CH3:7])[CH3:6])=[N+]=[N-]. Product: [NH2:1][CH:4]([C:8]1[N:9]([CH2:20][C:21]2[CH:26]=[CH:25][CH:24]=[CH:23][CH:22]=2)[C:10](=[O:19])[C:11]2[CH:16]=[CH:15][S:14][C:12]=2[N:13]=1)[CH:5]([CH3:7])[CH3:6]. The catalyst class is: 29. (3) Reactant: [CH2:1]([C:3]1[CH:4]=[C:5](/[CH:9]=[CH:10]/[C:11]([NH2:13])=[O:12])[CH:6]=[CH:7][CH:8]=1)[CH3:2]. Product: [CH2:1]([C:3]1[CH:4]=[C:5]([CH2:9][CH2:10][C:11]([NH2:13])=[O:12])[CH:6]=[CH:7][CH:8]=1)[CH3:2]. The catalyst class is: 319. (4) Reactant: [NH2:1][C:2]([C:5]1[CH:10]=[CH:9][C:8]([NH:11][C:12]2[C:21]3[C:16](=[CH:17][CH:18]=[C:19]([C:22]4[CH:27]=[C:26]([Cl:28])[C:25]([OH:29])=[C:24]([Cl:30])[CH:23]=4)[CH:20]=3)[N:15]=[CH:14][C:13]=2[C:31]([CH:33]2[CH2:35][CH2:34]2)=[O:32])=[CH:7][CH:6]=1)([CH3:4])[CH3:3].Cl. Product: [ClH:28].[NH2:1][C:2]([C:5]1[CH:6]=[CH:7][C:8]([NH:11][C:12]2[C:21]3[C:16](=[CH:17][CH:18]=[C:19]([C:22]4[CH:23]=[C:24]([Cl:30])[C:25]([OH:29])=[C:26]([Cl:28])[CH:27]=4)[CH:20]=3)[N:15]=[CH:14][C:13]=2[C:31]([CH:33]2[CH2:34][CH2:35]2)=[O:32])=[CH:9][CH:10]=1)([CH3:4])[CH3:3]. The catalyst class is: 275.